This data is from Full USPTO retrosynthesis dataset with 1.9M reactions from patents (1976-2016). The task is: Predict the reactants needed to synthesize the given product. The reactants are: [CH:1](NC(C)C)(C)C.C([Li])CCC.[Br:13][C:14]1[CH:19]=[CH:18][C:17]([C:20]([F:23])([F:22])[F:21])=[C:16]([F:24])[CH:15]=1. Given the product [Br:13][C:14]1[CH:19]=[CH:18][C:17]([C:20]([F:22])([F:21])[F:23])=[C:16]([F:24])[C:15]=1[CH3:1], predict the reactants needed to synthesize it.